This data is from Merck oncology drug combination screen with 23,052 pairs across 39 cell lines. The task is: Regression. Given two drug SMILES strings and cell line genomic features, predict the synergy score measuring deviation from expected non-interaction effect. Drug 1: Cn1nnc2c(C(N)=O)ncn2c1=O. Drug 2: C=CCn1c(=O)c2cnc(Nc3ccc(N4CCN(C)CC4)cc3)nc2n1-c1cccc(C(C)(C)O)n1. Cell line: RPMI7951. Synergy scores: synergy=27.9.